Dataset: Forward reaction prediction with 1.9M reactions from USPTO patents (1976-2016). Task: Predict the product of the given reaction. (1) Given the reactants [CH2:1]([N:8]([CH2:29][CH2:30][N:31]([CH3:33])[CH3:32])[C:9]([CH2:11][N:12]([C:19]1[CH:27]=[CH:26][CH:25]=[C:24]2[C:20]=1[CH2:21][N:22]([CH3:28])[CH2:23]2)C(=O)C(F)(F)F)=[O:10])[C:2]1[CH:7]=[CH:6][CH:5]=[CH:4][CH:3]=1.C([O-])([O-])=O.[K+].[K+].C([O-])(O)=O.[Na+], predict the reaction product. The product is: [CH2:1]([N:8]([CH2:29][CH2:30][N:31]([CH3:33])[CH3:32])[C:9](=[O:10])[CH2:11][NH:12][C:19]1[CH:27]=[CH:26][CH:25]=[C:24]2[C:20]=1[CH2:21][N:22]([CH3:28])[CH2:23]2)[C:2]1[CH:7]=[CH:6][CH:5]=[CH:4][CH:3]=1. (2) Given the reactants [F:1][C:2]1[CH:7]=[C:6]([F:8])[CH:5]=[CH:4][C:3]=1[N:9]1[C:13]([C:14]2[N:15]=[C:16]3[C:22]4[CH:23]=[CH:24][C:25]([C:27](O)=[O:28])=[CH:26][C:21]=4[O:20][CH2:19][CH2:18][N:17]3[CH:30]=2)=[N:12][CH:11]=[N:10]1.[CH3:31][NH2:32], predict the reaction product. The product is: [F:1][C:2]1[CH:7]=[C:6]([F:8])[CH:5]=[CH:4][C:3]=1[N:9]1[C:13]([C:14]2[N:15]=[C:16]3[C:22]4[CH:23]=[CH:24][C:25]([C:27]([NH:32][CH3:31])=[O:28])=[CH:26][C:21]=4[O:20][CH2:19][CH2:18][N:17]3[CH:30]=2)=[N:12][CH:11]=[N:10]1.